From a dataset of Retrosynthesis with 50K atom-mapped reactions and 10 reaction types from USPTO. Predict the reactants needed to synthesize the given product. (1) Given the product COc1ccc(C(=O)Nc2ccccc2CCC2CCCC[N+]2(C)C)cc1, predict the reactants needed to synthesize it. The reactants are: CI.COc1ccc(C(=O)Nc2ccccc2CCC2CCCCN2C)cc1. (2) Given the product CN(C(=O)OC(C)(C)C)[C@H]1CC[C@@H](c2ccc(Cl)c(Cl)c2)c2ccc(C(=O)O)cc21, predict the reactants needed to synthesize it. The reactants are: COC(=O)c1ccc2c(c1)[C@@H](N(C)C(=O)OC(C)(C)C)CC[C@H]2c1ccc(Cl)c(Cl)c1. (3) Given the product CC(C)(CC(=O)N[C@@H]1CCc2ccccc2N(Cc2ccc(-c3ccccc3CNC(=O)OC(C)(C)C)cc2)C1=O)NC(=O)OCc1ccccc1, predict the reactants needed to synthesize it. The reactants are: CC(C)(C)OC(=O)NCc1ccccc1-c1ccc(CO)cc1.CC(C)(CC(=O)N[C@@H]1CCc2ccccc2NC1=O)NC(=O)OCc1ccccc1. (4) Given the product O=C1CCc2c(Oc3ccc4c(c3)[C@@H]3[C@H](O4)[C@H]3C(=O)O)ccnc2N1, predict the reactants needed to synthesize it. The reactants are: CCOC(=O)[C@@H]1[C@H]2Oc3ccc(Oc4ccnc5c4CCC(=O)N5)cc3[C@H]21. (5) Given the product Cc1nc2c(O)cc(N)cc2o1, predict the reactants needed to synthesize it. The reactants are: Cc1nc2c(O)cc([N+](=O)[O-])cc2o1. (6) The reactants are: CCOC(=O)/C(=C/c1c(C)c(OC)c(OC)c(C)c1OC)CCCCCc1cccnc1. Given the product COc1c(C)c(OC)c(OC)c(C)c1/C=C(\CCCCCc1cccnc1)C(=O)O, predict the reactants needed to synthesize it. (7) The reactants are: Cc1ccsc1S(N)(=O)=O.O=C=Nc1ccc(Cl)cc1. Given the product Cc1ccsc1S(=O)(=O)NC(=O)Nc1ccc(Cl)cc1, predict the reactants needed to synthesize it.